This data is from Full USPTO retrosynthesis dataset with 1.9M reactions from patents (1976-2016). The task is: Predict the reactants needed to synthesize the given product. (1) The reactants are: [CH2:1]1[N:12]2[C:13]3[C:9]([C@@H:10]4[CH2:17][NH:16][CH2:15][CH2:14][C@@H:11]42)=[CH:8][C:7]([NH:18][C:19]2[CH:24]=[CH:23][C:22]([CH3:25])=[CH:21][C:20]=2[C:26](=[O:28])[CH3:27])=[CH:6][C:5]=3[CH2:4][O:3][CH2:2]1.[BH4-].[Na+]. Given the product [CH2:1]1[N:12]2[C:13]3[C:9]([C@@H:10]4[CH2:17][NH:16][CH2:15][CH2:14][C@@H:11]42)=[CH:8][C:7]([NH:18][C:19]2[CH:24]=[CH:23][C:22]([CH3:25])=[CH:21][C:20]=2[CH:26]([OH:28])[CH3:27])=[CH:6][C:5]=3[CH2:4][O:3][CH2:2]1, predict the reactants needed to synthesize it. (2) The reactants are: [Cl-].[Ce+3].[Cl-].[Cl-].[BH4-:5].[Na+].[CH3:7][C:8]1[CH:13]=[CH:12][CH:11]=[CH:10][C:9]=1[PH:14](=O)[C:15]1[CH:20]=[CH:19][CH:18]=[CH:17][C:16]=1[CH3:21].[H-].[Al+3].[Li+].[H-].[H-].[H-].Cl. Given the product [CH3:21][C:16]1[CH:17]=[CH:18][CH:19]=[CH:20][C:15]=1[PH:14][C:9]1[CH:10]=[CH:11][CH:12]=[CH:13][C:8]=1[CH3:7].[BH3:5], predict the reactants needed to synthesize it.